This data is from NCI-60 drug combinations with 297,098 pairs across 59 cell lines. The task is: Regression. Given two drug SMILES strings and cell line genomic features, predict the synergy score measuring deviation from expected non-interaction effect. (1) Drug 1: CS(=O)(=O)OCCCCOS(=O)(=O)C. Drug 2: CC(C)CN1C=NC2=C1C3=CC=CC=C3N=C2N. Cell line: HOP-92. Synergy scores: CSS=8.08, Synergy_ZIP=-1.81, Synergy_Bliss=-4.57, Synergy_Loewe=5.03, Synergy_HSA=-2.55. (2) Drug 1: CC1OCC2C(O1)C(C(C(O2)OC3C4COC(=O)C4C(C5=CC6=C(C=C35)OCO6)C7=CC(=C(C(=C7)OC)O)OC)O)O. Drug 2: CC(C1=C(C=CC(=C1Cl)F)Cl)OC2=C(N=CC(=C2)C3=CN(N=C3)C4CCNCC4)N. Cell line: MDA-MB-435. Synergy scores: CSS=7.62, Synergy_ZIP=-6.13, Synergy_Bliss=-5.14, Synergy_Loewe=-13.2, Synergy_HSA=-7.30.